From a dataset of Forward reaction prediction with 1.9M reactions from USPTO patents (1976-2016). Predict the product of the given reaction. Given the reactants [C:1]1([S:7]([N:10]2[C:14]3=[N:15][CH:16]=[C:17]([N+:20]([O-:22])=[O:21])[C:18](Cl)=[C:13]3[CH:12]=[CH:11]2)(=[O:9])=[O:8])[CH:6]=[CH:5][CH:4]=[CH:3][CH:2]=1.[CH2:23]([N:30]1[CH2:34][CH2:33][C@@H:32]([NH2:35])[CH2:31]1)[C:24]1[CH:29]=[CH:28][CH:27]=[CH:26][CH:25]=1.C(N(C(C)C)CC)(C)C, predict the reaction product. The product is: [CH2:23]([N:30]1[CH2:34][CH2:33][C@@H:32]([NH:35][C:18]2[C:13]3[CH:12]=[CH:11][N:10]([S:7]([C:1]4[CH:6]=[CH:5][CH:4]=[CH:3][CH:2]=4)(=[O:9])=[O:8])[C:14]=3[N:15]=[CH:16][C:17]=2[N+:20]([O-:22])=[O:21])[CH2:31]1)[C:24]1[CH:25]=[CH:26][CH:27]=[CH:28][CH:29]=1.